Dataset: Reaction yield outcomes from USPTO patents with 853,638 reactions. Task: Predict the reaction yield, written as a fraction of the theoretical maximum amount of product (1.0 means a 100% yield; for example, 0.34 means a 34% yield). (1) The reactants are O[CH2:2][C:3]1[CH:12]=[N:11][C:10]2[N:9]3[CH2:13][CH2:14][CH2:15][C@H:8]3[C:7](=[O:16])[NH:6][C:5]=2[CH:4]=1.Cl.Cl.[CH:19]1([NH:22][C:23](=[O:37])[C:24]2[CH:29]=[CH:28][C:27]([N:30]3[CH2:35][CH2:34][NH:33][CH2:32][CH2:31]3)=[C:26]([CH3:36])[CH:25]=2)[CH2:21][CH2:20]1.[I-].C(C[P+](C)(C)C)#N.C(N(C(C)C)C(C)C)C. The catalyst is C(#N)CC. The product is [CH:19]1([NH:22][C:23](=[O:37])[C:24]2[CH:29]=[CH:28][C:27]([N:30]3[CH2:31][CH2:32][N:33]([CH2:2][C:3]4[CH:12]=[N:11][C:10]5[N:9]6[CH2:13][CH2:14][CH2:15][C@H:8]6[C:7](=[O:16])[NH:6][C:5]=5[CH:4]=4)[CH2:34][CH2:35]3)=[C:26]([CH3:36])[CH:25]=2)[CH2:21][CH2:20]1. The yield is 0.297. (2) The reactants are C(OC([NH:8][C@H:9]([C:13](O)=[O:14])[CH:10]([CH3:12])[CH3:11])=O)(C)(C)C.C(N(CC)C(C)C)(C)C.[CH3:25][C:26]1[CH:31]=[C:30]([N:32]([CH3:44])[CH2:33][C:34]2[CH:39]=[CH:38][C:37]([C:40]([F:43])([F:42])[F:41])=[CH:36][CH:35]=2)[CH:29]=[C:28]([CH3:45])[C:27]=1[NH2:46]. The catalyst is CN(C)C=O.[Cl-].[Na+].O. The product is [NH2:8][C@@H:9]([CH:10]([CH3:12])[CH3:11])[C:13]([NH:46][C:27]1[C:26]([CH3:25])=[CH:31][C:30]([N:32]([CH3:44])[CH2:33][C:34]2[CH:35]=[CH:36][C:37]([C:40]([F:41])([F:42])[F:43])=[CH:38][CH:39]=2)=[CH:29][C:28]=1[CH3:45])=[O:14]. The yield is 0.610. (3) The reactants are [Cl:1][C:2]1[CH:3]=[C:4]([CH:6]=[CH:7][CH:8]=1)[NH2:5].[N:9]([O-])=O.[Na+].O.O.Cl[Sn]Cl.[OH-].[Na+]. The catalyst is Cl.O. The product is [Cl:1][C:2]1[CH:3]=[C:4]([NH:5][NH2:9])[CH:6]=[CH:7][CH:8]=1. The yield is 0.720. (4) The product is [NH2:43][C:20]1[C:19]2[N:18]([C:17]([C:25]3[CH:26]=[C:27]([CH2:31][OH:32])[CH:28]=[CH:29][CH:30]=3)=[N:16][C:15]=2[C:11]2[CH:12]=[CH:13][CH:14]=[C:9]([O:8][CH2:1][C:2]3[CH:7]=[CH:6][CH:5]=[CH:4][CH:3]=3)[CH:10]=2)[CH:23]=[CH:22][N:21]=1. The catalyst is C1COCC1. The reactants are [CH2:1]([O:8][C:9]1[CH:10]=[C:11]([C:15]2[N:16]=[C:17]([C:25]3[CH:26]=[C:27]([CH2:31][OH:32])[CH:28]=[CH:29][CH:30]=3)[N:18]3[CH:23]=[CH:22][N:21]=[C:20](Cl)[C:19]=23)[CH:12]=[CH:13][CH:14]=1)[C:2]1[CH:7]=[CH:6][CH:5]=[CH:4][CH:3]=1.COC(=O)C1C=CC=C(C2N3C=CN=C(Cl)C3=C(C3C=CC=C(OCC4C=CC=CC=4)C=3)[N:43]=2)C=1.[H-].[H-].[H-].[H-].[Li+].[Al+3]. The yield is 0.710. (5) The reactants are [N+:1]([C:4]1[CH:5]=[C:6]([N:10]2[CH2:15][CH2:14][NH:13][CH2:12][C:11]2=[O:16])[CH:7]=[CH:8][CH:9]=1)([O-:3])=[O:2].[CH3:17][C:18]([CH3:20])=O.C(O)(=O)C.C(O[BH-](OC(=O)C)OC(=O)C)(=O)C.[Na+]. The catalyst is ClCCl.CO. The product is [CH:18]([N:13]1[CH2:14][CH2:15][N:10]([C:6]2[CH:7]=[CH:8][CH:9]=[C:4]([N+:1]([O-:3])=[O:2])[CH:5]=2)[C:11](=[O:16])[CH2:12]1)([CH3:20])[CH3:17]. The yield is 0.950.